This data is from Forward reaction prediction with 1.9M reactions from USPTO patents (1976-2016). The task is: Predict the product of the given reaction. Given the reactants [Cl:1][C:2]1[CH:7]=[CH:6][C:5]([C:8]2([CH3:34])[C:12]([C:14]3[CH:19]=[CH:18][C:17]([Cl:20])=[CH:16][CH:15]=3)([CH3:13])[NH:11][C:10]([C:21]3[CH:26]=[CH:25][C:24]([C:27]([F:30])([F:29])[F:28])=[CH:23][C:22]=3[O:31][CH2:32][CH3:33])=[N:9]2)=[CH:4][CH:3]=1.[C:35](Cl)([Cl:37])=[O:36], predict the reaction product. The product is: [Cl:1][C:2]1[CH:7]=[CH:6][C:5]([C:8]2([CH3:34])[C:12]([C:14]3[CH:15]=[CH:16][C:17]([Cl:20])=[CH:18][CH:19]=3)([CH3:13])[N:11]([C:35]([Cl:37])=[O:36])[C:10]([C:21]3[CH:26]=[CH:25][C:24]([C:27]([F:28])([F:29])[F:30])=[CH:23][C:22]=3[O:31][CH2:32][CH3:33])=[N:9]2)=[CH:4][CH:3]=1.